Predict the product of the given reaction. From a dataset of Forward reaction prediction with 1.9M reactions from USPTO patents (1976-2016). (1) Given the reactants [C:1]([C:5]1[CH:23]=[C:8]2[N:9]=[C:10]([CH3:22])[C:11]([CH:14]([CH2:19][CH2:20][CH3:21])[C:15]([O:17][CH3:18])=[O:16])=[C:12](Cl)[N:7]2[N:6]=1)([CH3:4])([CH3:3])[CH3:2].[F:24][C:25]1[CH:30]=[C:29]([F:31])[CH:28]=[CH:27][C:26]=1B(O)O.C(N(C(C)C)CC)(C)C, predict the reaction product. The product is: [C:1]([C:5]1[CH:23]=[C:8]2[N:9]=[C:10]([CH3:22])[C:11]([CH:14]([CH2:19][CH2:20][CH3:21])[C:15]([O:17][CH3:18])=[O:16])=[C:12]([C:28]3[CH:27]=[CH:26][C:25]([F:24])=[CH:30][C:29]=3[F:31])[N:7]2[N:6]=1)([CH3:4])([CH3:3])[CH3:2]. (2) Given the reactants [F:1][C:2]1[CH:7]=[CH:6][C:5]([NH:8][CH:9]2[CH2:12][N:11]([C:13]([O:15][C:16]([CH3:19])([CH3:18])[CH3:17])=[O:14])[CH2:10]2)=[C:4]([CH3:20])[CH:3]=1.[C:21](O)(=O)C.C=O.O.C(O[BH-](OC(=O)C)OC(=O)C)(=O)C.[Na+].C([O-])(O)=O.[Na+], predict the reaction product. The product is: [F:1][C:2]1[CH:7]=[CH:6][C:5]([N:8]([CH3:21])[CH:9]2[CH2:10][N:11]([C:13]([O:15][C:16]([CH3:17])([CH3:19])[CH3:18])=[O:14])[CH2:12]2)=[C:4]([CH3:20])[CH:3]=1. (3) Given the reactants [CH2:1]([S:8][C:9]1[CH:10]=[C:11]2[C:15](=[CH:16][C:17]=1[F:18])[NH:14][N:13]=[CH:12]2)[C:2]1[CH:7]=[CH:6][CH:5]=[CH:4][CH:3]=1.O[CH2:20][C:21]1[CH:22]=[CH:23][CH:24]=[C:25]2[C:30]=1[CH2:29][N:28]([C:31]([O:33][C:34]([CH3:37])([CH3:36])[CH3:35])=[O:32])[CH2:27][CH2:26]2.C1(P(C2C=CC=CC=2)C2C=CC=CC=2)C=CC=CC=1, predict the reaction product. The product is: [CH2:1]([S:8][C:9]1[CH:10]=[C:11]2[C:15](=[CH:16][C:17]=1[F:18])[N:14]([CH2:20][C:21]1[CH:22]=[CH:23][CH:24]=[C:25]3[C:30]=1[CH2:29][N:28]([C:31]([O:33][C:34]([CH3:37])([CH3:36])[CH3:35])=[O:32])[CH2:27][CH2:26]3)[N:13]=[CH:12]2)[C:2]1[CH:3]=[CH:4][CH:5]=[CH:6][CH:7]=1. (4) Given the reactants [CH2:1]([O:3][C:4](=[O:23])[C:5]1[CH:10]=[CH:9][CH:8]=[C:7]([S:11][C:12]2[C:20]3[C:15](=[CH:16][C:17]([Cl:21])=[CH:18][CH:19]=3)[NH:14][C:13]=2[CH3:22])[CH:6]=1)[CH3:2].Br[C:25]1[CH:26]=[N:27][N:28]([CH2:30][C:31]([F:34])([F:33])[F:32])[CH:29]=1.[O-]P([O-])([O-])=O.[K+].[K+].[K+].CN(C)CCN, predict the reaction product. The product is: [CH2:1]([O:3][C:4](=[O:23])[C:5]1[CH:10]=[CH:9][CH:8]=[C:7]([S:11][C:12]2[C:20]3[C:15](=[CH:16][C:17]([Cl:21])=[CH:18][CH:19]=3)[N:14]([C:25]3[CH:26]=[N:27][N:28]([CH2:30][C:31]([F:34])([F:33])[F:32])[CH:29]=3)[C:13]=2[CH3:22])[CH:6]=1)[CH3:2]. (5) Given the reactants O[C:2]1[CH:11]=[CH:10][C:9]2[C:4](=[CH:5][CH:6]=[CH:7][CH:8]=2)[C:3]=1[C:12]1[C:21]2[C:16](=[CH:17][CH:18]=[CH:19][CH:20]=2)[CH:15]=[CH:14][C:13]=1O.[OH-:23].[Na+].S([O:30][CH3:31])(OC)(=O)=O.[CH3:32]C1C=CC=CC=1, predict the reaction product. The product is: [CH3:32][O:23][C:2]1[CH:11]=[CH:10][C:9]2[C:4](=[CH:5][CH:6]=[CH:7][CH:8]=2)[C:3]=1[C:12]1[C:21]2[C:16](=[CH:17][CH:18]=[CH:19][CH:20]=2)[CH:15]=[CH:14][C:13]=1[O:30][CH3:31]. (6) Given the reactants [N:1]1[CH:6]=[CH:5][N:4]=[CH:3][C:2]=1[CH2:7][OH:8].[Cl:9][C:10]1[CH:15]=[C:14]([NH:16][C:17]2[C:26]3[C:21](=[CH:22][CH:23]=[CH:24][C:25]=3[O:27][CH2:28][C@H:29]3[CH2:33][CH2:32][CH2:31][N:30]3[C:34](=[O:39])[CH2:35][N:36]([CH3:38])[CH3:37])[N:20]=[CH:19][N:18]=2)[CH:13]=[CH:12][C:11]=1O, predict the reaction product. The product is: [Cl:9][C:10]1[CH:15]=[C:14]([NH:16][C:17]2[C:26]3[C:21](=[CH:22][CH:23]=[CH:24][C:25]=3[O:27][CH2:28][C@H:29]3[CH2:33][CH2:32][CH2:31][N:30]3[C:34](=[O:39])[CH2:35][N:36]([CH3:37])[CH3:38])[N:20]=[CH:19][N:18]=2)[CH:13]=[CH:12][C:11]=1[O:8][CH2:7][C:2]1[CH:3]=[N:4][CH:5]=[CH:6][N:1]=1. (7) The product is: [Cl:7][C:8]1[CH:18]=[CH:17][C:11]([O:12][CH2:13][CH2:14][OH:15])=[CH:10][CH:9]=1. Given the reactants [H-].[Al+3].[Li+].[H-].[H-].[H-].[Cl:7][C:8]1[CH:18]=[CH:17][C:11]([O:12][CH2:13][C:14](O)=[O:15])=[CH:10][CH:9]=1, predict the reaction product. (8) The product is: [F:12][C:10]1[CH:9]=[C:8]([F:13])[CH:7]=[C:6]2[C:11]=1[C:2]([N:36]1[C:30]3[C:31](=[N:32][CH:33]=[C:28]([N:25]4[CH2:26][CH2:27][O:22][CH2:23][CH2:24]4)[CH:29]=3)[C:34]3([CH2:41][CH2:40][O:39][CH2:38][CH2:37]3)[CH2:35]1)=[C:3]([CH3:21])[C:4]([C:14]1[CH:19]=[C:18]([CH3:20])[CH:17]=[CH:16][N:15]=1)=[N:5]2. Given the reactants Cl[C:2]1[C:11]2[C:6](=[CH:7][C:8]([F:13])=[CH:9][C:10]=2[F:12])[N:5]=[C:4]([C:14]2[CH:19]=[C:18]([CH3:20])[CH:17]=[CH:16][N:15]=2)[C:3]=1[CH3:21].[O:22]1[CH2:27][CH2:26][N:25]([C:28]2[CH:29]=[C:30]3[NH:36][CH2:35][C:34]4([CH2:41][CH2:40][O:39][CH2:38][CH2:37]4)[C:31]3=[N:32][CH:33]=2)[CH2:24][CH2:23]1.CC(C)([O-])C.[Na+], predict the reaction product.